Dataset: CYP1A2 inhibition data for predicting drug metabolism from PubChem BioAssay. Task: Regression/Classification. Given a drug SMILES string, predict its absorption, distribution, metabolism, or excretion properties. Task type varies by dataset: regression for continuous measurements (e.g., permeability, clearance, half-life) or binary classification for categorical outcomes (e.g., BBB penetration, CYP inhibition). Dataset: cyp1a2_veith. (1) The compound is NC(=O)C[C@@H](N)c1nn[nH]n1. The result is 0 (non-inhibitor). (2) The molecule is OCCN1CCN(CC/C=C2\c3ccccc3Sc3ccc(Cl)cc32)CC1. The result is 1 (inhibitor). (3) The result is 1 (inhibitor). The drug is CCOC(=O)c1cnc2ccc(C)cc2c1Sc1ccccc1C(=O)OC. (4) The drug is Clc1ccccc1CN1CCc2sccc2C1. The result is 1 (inhibitor).